From a dataset of Full USPTO retrosynthesis dataset with 1.9M reactions from patents (1976-2016). Predict the reactants needed to synthesize the given product. (1) Given the product [CH:1]1([CH2:5][C@H:6]([C:10]2[CH:15]=[CH:14][C:13]([S:16]([CH3:19])(=[O:18])=[O:17])=[C:12]([CH3:20])[CH:11]=2)[C:7]([NH:27][C:28]2[CH:32]=[CH:31][N:30]([CH2:33][C:34]([OH:36])([CH3:35])[CH3:37])[N:29]=2)=[O:9])[CH2:2][CH2:3][CH2:4]1, predict the reactants needed to synthesize it. The reactants are: [CH:1]1([CH2:5][C@H:6]([C:10]2[CH:15]=[CH:14][C:13]([S:16]([CH3:19])(=[O:18])=[O:17])=[C:12]([CH3:20])[CH:11]=2)[C:7]([OH:9])=O)[CH2:4][CH2:3][CH2:2]1.C(Cl)(=O)C(Cl)=O.[NH2:27][C:28]1[CH:32]=[CH:31][N:30]([CH2:33][C:34]([CH3:37])([OH:36])[CH3:35])[N:29]=1.N1C(C)=CC=CC=1C. (2) Given the product [NH2:22][CH:18]1[CH2:19][CH2:20][CH2:21][CH:16]([NH:15][C:3]2[C:2]([Cl:1])=[CH:7][N:6]=[C:5]([NH:8][C:9]3[S:13][N:12]=[C:11]([CH3:14])[CH:10]=3)[N:4]=2)[CH2:17]1, predict the reactants needed to synthesize it. The reactants are: [Cl:1][C:2]1[C:3]([NH:15][CH:16]2[CH2:21][CH2:20][CH2:19][CH:18]([NH:22]C(=O)OC(C)(C)C)[CH2:17]2)=[N:4][C:5]([NH:8][C:9]2[S:13][N:12]=[C:11]([CH3:14])[CH:10]=2)=[N:6][CH:7]=1.Cl.O1CCOCC1.